Task: Regression. Given two drug SMILES strings and cell line genomic features, predict the synergy score measuring deviation from expected non-interaction effect.. Dataset: NCI-60 drug combinations with 297,098 pairs across 59 cell lines (1) Drug 1: C1=NC2=C(N1)C(=S)N=C(N2)N. Drug 2: CCN(CC)CCCC(C)NC1=C2C=C(C=CC2=NC3=C1C=CC(=C3)Cl)OC. Cell line: CAKI-1. Synergy scores: CSS=48.2, Synergy_ZIP=-1.33, Synergy_Bliss=-0.575, Synergy_Loewe=-1.70, Synergy_HSA=1.80. (2) Drug 1: C1=CN(C(=O)N=C1N)C2C(C(C(O2)CO)O)O.Cl. Drug 2: CC(C)CN1C=NC2=C1C3=CC=CC=C3N=C2N. Cell line: 786-0. Synergy scores: CSS=15.4, Synergy_ZIP=-5.64, Synergy_Bliss=2.29, Synergy_Loewe=-1.63, Synergy_HSA=1.88. (3) Drug 1: CC1CCC2CC(C(=CC=CC=CC(CC(C(=O)C(C(C(=CC(C(=O)CC(OC(=O)C3CCCCN3C(=O)C(=O)C1(O2)O)C(C)CC4CCC(C(C4)OC)O)C)C)O)OC)C)C)C)OC. Drug 2: CCN(CC)CCNC(=O)C1=C(NC(=C1C)C=C2C3=C(C=CC(=C3)F)NC2=O)C. Cell line: NCI-H226. Synergy scores: CSS=-0.127, Synergy_ZIP=0.345, Synergy_Bliss=0.372, Synergy_Loewe=-1.03, Synergy_HSA=-0.707. (4) Drug 1: CC1=C(C=C(C=C1)NC(=O)C2=CC=C(C=C2)CN3CCN(CC3)C)NC4=NC=CC(=N4)C5=CN=CC=C5. Drug 2: CCC1(CC2CC(C3=C(CCN(C2)C1)C4=CC=CC=C4N3)(C5=C(C=C6C(=C5)C78CCN9C7C(C=CC9)(C(C(C8N6C)(C(=O)OC)O)OC(=O)C)CC)OC)C(=O)OC)O.OS(=O)(=O)O. Cell line: KM12. Synergy scores: CSS=23.6, Synergy_ZIP=16.4, Synergy_Bliss=18.9, Synergy_Loewe=4.92, Synergy_HSA=9.49. (5) Drug 1: CS(=O)(=O)C1=CC(=C(C=C1)C(=O)NC2=CC(=C(C=C2)Cl)C3=CC=CC=N3)Cl. Drug 2: B(C(CC(C)C)NC(=O)C(CC1=CC=CC=C1)NC(=O)C2=NC=CN=C2)(O)O. Cell line: CCRF-CEM. Synergy scores: CSS=40.4, Synergy_ZIP=6.36, Synergy_Bliss=12.6, Synergy_Loewe=-12.7, Synergy_HSA=13.0. (6) Drug 1: C1CNP(=O)(OC1)N(CCCl)CCCl. Drug 2: CS(=O)(=O)CCNCC1=CC=C(O1)C2=CC3=C(C=C2)N=CN=C3NC4=CC(=C(C=C4)OCC5=CC(=CC=C5)F)Cl. Cell line: HCT116. Synergy scores: CSS=0.595, Synergy_ZIP=-3.50, Synergy_Bliss=-7.50, Synergy_Loewe=-8.20, Synergy_HSA=-6.84. (7) Drug 1: C1=NC2=C(N1)C(=S)N=C(N2)N. Drug 2: CCC1(CC2CC(C3=C(CCN(C2)C1)C4=CC=CC=C4N3)(C5=C(C=C6C(=C5)C78CCN9C7C(C=CC9)(C(C(C8N6C)(C(=O)OC)O)OC(=O)C)CC)OC)C(=O)OC)O.OS(=O)(=O)O. Cell line: SK-MEL-28. Synergy scores: CSS=28.4, Synergy_ZIP=-6.06, Synergy_Bliss=-0.581, Synergy_Loewe=-11.9, Synergy_HSA=-0.834.